This data is from Full USPTO retrosynthesis dataset with 1.9M reactions from patents (1976-2016). The task is: Predict the reactants needed to synthesize the given product. (1) Given the product [CH3:19][O:18][C:15]1[CH:16]=[C:17]2[C:12]([CH2:11][CH2:10][CH2:9][NH:8]2)=[CH:13][CH:14]=1, predict the reactants needed to synthesize it. The reactants are: C(OC([N:8]1[C:17]2[C:12](=[CH:13][CH:14]=[C:15]([O:18][CH3:19])[CH:16]=2)[CH2:11][CH2:10][CH2:9]1)=O)(C)(C)C.FC(F)(F)C(O)=O.C(=O)([O-])[O-].[Na+].[Na+]. (2) Given the product [Cl:6][C:7]1[C:15]2[N:14]=[C:13]3[N:16]([C:20]4[C:25]([O:26][CH3:27])=[N:24][C:23]([CH3:28])=[N:22][C:21]=4[O:29][CH3:30])[CH2:17][CH2:18][CH2:19][N:12]3[C:11]=2[C:10]([C:31]([CH:37]2[CH2:38][CH2:39]2)([CH:1]2[CH2:3][CH2:2]2)[OH:33])=[CH:9][CH:8]=1, predict the reactants needed to synthesize it. The reactants are: [CH:1]1([Mg]Br)[CH2:3][CH2:2]1.[Cl:6][C:7]1[CH:8]=[CH:9][C:10]([C:31]([O:33]C)=O)=[C:11]2[C:15]=1[N:14]=[C:13]1[N:16]([C:20]3[C:21]([O:29][CH3:30])=[N:22][C:23]([CH3:28])=[N:24][C:25]=3[O:26][CH3:27])[CH2:17][CH2:18][CH2:19][N:12]21.O1[CH2:39][CH2:38][CH2:37]C1. (3) Given the product [NH2:7][C:8]1[CH:13]=[CH:12][C:11]([C:14]2[S:15][CH:16]=[CH:17][CH:18]=2)=[CH:10][C:9]=1[NH:19][C:20]([C:22]1[CH:27]=[CH:26][C:25]([N:42]2[CH2:41][CH2:40][C:39]3([N:35]([C:33]([NH:32][CH2:30][CH3:31])=[O:34])[CH2:36][CH2:37][CH2:38]3)[CH2:44][CH2:43]2)=[N:24][CH:23]=1)=[O:21], predict the reactants needed to synthesize it. The reactants are: C(OC(=O)[NH:7][C:8]1[CH:13]=[CH:12][C:11]([C:14]2[S:15][CH:16]=[CH:17][CH:18]=2)=[CH:10][C:9]=1[NH:19][C:20]([C:22]1[CH:23]=[N:24][C:25](Cl)=[CH:26][CH:27]=1)=[O:21])CCC.[CH2:30]([NH:32][C:33]([N:35]1[C:39]2([CH2:44][CH2:43][NH:42][CH2:41][CH2:40]2)[CH2:38][CH2:37][CH2:36]1)=[O:34])[CH3:31].CCN(CC)CC. (4) Given the product [C:14]1([N:6]2[C:7]3[C:12](=[CH:11][CH:10]=[CH:9][CH:8]=3)[C:4]([CH2:3][CH2:2][NH2:1])=[CH:5]2)[CH:19]=[CH:18][CH:17]=[CH:16][CH:15]=1, predict the reactants needed to synthesize it. The reactants are: [NH2:1][CH2:2][CH2:3][C:4]1[C:12]2[C:7](=[CH:8][CH:9]=[CH:10][CH:11]=2)[NH:6][CH:5]=1.I[C:14]1[CH:19]=[CH:18][CH:17]=[CH:16][CH:15]=1.[O-]P([O-])([O-])=O.[K+].[K+].[K+].CN[C@@H]1CCCC[C@H]1NC.